From a dataset of Acute oral toxicity (LD50) regression data from Zhu et al.. Regression/Classification. Given a drug SMILES string, predict its toxicity properties. Task type varies by dataset: regression for continuous values (e.g., LD50, hERG inhibition percentage) or binary classification for toxic/non-toxic outcomes (e.g., AMES mutagenicity, cardiotoxicity, hepatotoxicity). Dataset: ld50_zhu. (1) The compound is N#CCN1CCOCC1. The rat oral LD50 is 2.01, given as -log10 of the dose in mol/kg body weight (higher means more acutely toxic). (2) The molecule is CC(Oc1ccc(Oc2nc3ccc(Cl)cc3o2)cc1)C(=O)O. The rat oral LD50 is 2.15, given as -log10 of the dose in mol/kg body weight (higher means more acutely toxic).